The task is: Predict the product of the given reaction.. This data is from Forward reaction prediction with 1.9M reactions from USPTO patents (1976-2016). (1) Given the reactants [OH:1][C:2]1[C:11]2[C:6](=[CH:7][CH:8]=[CH:9][CH:10]=2)[N:5]([CH2:12][CH2:13][CH:14]([CH3:16])[CH3:15])[C:4](=[O:17])[C:3]=1[C:18]1[NH:23][C:22]2[CH:24]=[C:25]([O:28]C)[CH:26]=[CH:27][C:21]=2[S:20](=[O:31])(=[O:30])[N:19]=1.CC(C)CCN1C2C(=CC=CC=2)C=CC1=O, predict the reaction product. The product is: [OH:1][C:2]1[C:11]2[C:6](=[CH:7][CH:8]=[CH:9][CH:10]=2)[N:5]([CH2:12][CH2:13][CH:14]([CH3:16])[CH3:15])[C:4](=[O:17])[C:3]=1[C:18]1[NH:23][C:22]2[CH:24]=[C:25]([OH:28])[CH:26]=[CH:27][C:21]=2[S:20](=[O:30])(=[O:31])[N:19]=1. (2) The product is: [NH2:81][C:85]([CH2:87][N:22]1[C:23]2[C:19](=[C:18]([C:15]3[N:14]=[C:13]([C:6]4[CH:7]=[CH:8][C:9]([O:10][CH2:11][CH3:12])=[C:4]([O:3][CH2:1][CH3:2])[CH:5]=4)[O:17][N:16]=3)[CH:26]=[CH:25][CH:24]=2)[CH2:20][CH2:21]1)([CH2:27][OH:29])[CH2:86][OH:42]. Given the reactants [CH2:1]([O:3][C:4]1[CH:5]=[C:6]([C:13]2[O:17][N:16]=[C:15]([C:18]3[CH:26]=[CH:25][CH:24]=[C:23]4[C:19]=3[CH:20]=[CH:21][NH:22]4)[N:14]=2)[CH:7]=[CH:8][C:9]=1[O:10][CH2:11][CH3:12])[CH3:2].[CH2:27]([O:29]C1C=C(C=CC=1OCC)C(O)=O)C.[OH:42]NC(C1C2C=CNC=2C=CC=1)=N.C1CN([P+](Br)(N2CCCC2)N2CCCC2)CC1.F[P-](F)(F)(F)(F)F.CC[N:81]([CH:85]([CH3:87])[CH3:86])C(C)C, predict the reaction product.